From a dataset of Full USPTO retrosynthesis dataset with 1.9M reactions from patents (1976-2016). Predict the reactants needed to synthesize the given product. (1) The reactants are: CN(C(ON1N=NC2C=CC=NC1=2)=[N+](C)C)C.F[P-](F)(F)(F)(F)F.[Cl:25][C:26]1[N:30]2[CH:31]=[C:32]([C:39]3[CH:43]=[CH:42][O:41][CH:40]=3)[CH:33]=[C:34]([C:35]([F:38])([F:37])[F:36])[C:29]2=[N:28][C:27]=1[C:44]([N:46]1[CH2:50][CH2:49][CH:48]([C:51]2[CH:56]=[CH:55][CH:54]=[CH:53][CH:52]=2)[CH:47]1[C:57](O)=[O:58])=[O:45].[CH3:60][N:61]([CH3:65])[CH2:62][CH2:63][NH2:64]. Given the product [CH3:60][N:61]([CH3:65])[CH2:62][CH2:63][NH:64][C:57]([CH:47]1[CH:48]([C:51]2[CH:52]=[CH:53][CH:54]=[CH:55][CH:56]=2)[CH2:49][CH2:50][N:46]1[C:44]([C:27]1[N:28]=[C:29]2[C:34]([C:35]([F:36])([F:38])[F:37])=[CH:33][C:32]([C:39]3[CH:43]=[CH:42][O:41][CH:40]=3)=[CH:31][N:30]2[C:26]=1[Cl:25])=[O:45])=[O:58], predict the reactants needed to synthesize it. (2) Given the product [C:34]1([C@H:38]([NH:40][C@H:2]2[CH2:6][CH2:5][C@@H:4]([C:7]3[CH:30]=[CH:29][C:10]([O:11][CH2:12][C:13]([NH:15][CH:16]4[CH2:21][CH2:20][NH:19][CH2:18][CH2:17]4)=[O:14])=[CH:9][CH:8]=3)[CH2:3]2)[CH3:39])[C:33]2[C:32](=[CH:6][CH:2]=[CH:3][CH:4]=2)[CH:37]=[CH:36][CH:35]=1, predict the reactants needed to synthesize it. The reactants are: O=[C:2]1[CH2:6][CH2:5][C@@H:4]([C:7]2[CH:30]=[CH:29][C:10]([O:11][CH2:12][C:13]([NH:15][CH:16]3[CH2:21][CH2:20][N:19](C(OC(C)(C)C)=O)[CH2:18][CH2:17]3)=[O:14])=[CH:9][CH:8]=2)[CH2:3]1.Cl[C:32]1[CH:33]=[C:34]([C@H:38]([NH2:40])[CH3:39])[CH:35]=[CH:36][CH:37]=1.Cl. (3) Given the product [N:25]1([CH2:2][CH2:3][CH2:4][CH2:5][O:6][C:7]2[CH:12]=[CH:11][C:10]([NH:13][CH:14]=[C:15]3[C:23]4[C:18](=[CH:19][CH:20]=[CH:21][CH:22]=4)[NH:17][C:16]3=[O:24])=[CH:9][CH:8]=2)[CH2:30][CH2:29][CH2:28][CH2:27][CH2:26]1, predict the reactants needed to synthesize it. The reactants are: I[CH2:2][CH2:3][CH2:4][CH2:5][O:6][C:7]1[CH:12]=[CH:11][C:10]([NH:13][CH:14]=[C:15]2[C:23]3[C:18](=[CH:19][CH:20]=[CH:21][CH:22]=3)[NH:17][C:16]2=[O:24])=[CH:9][CH:8]=1.[NH:25]1[CH2:30][CH2:29][CH2:28][CH2:27][CH2:26]1. (4) Given the product [NH:30]1[C:31]2[C:36](=[CH:35][C:34]3[CH2:37][CH2:38][NH:39][CH2:40][CH2:41][C:33]=3[CH:32]=2)[N:27]=[CH:29]1, predict the reactants needed to synthesize it. The reactants are: NC1C(N)=CC2CCN(C(=O)C(F)(F)F)CCC=2C=1.C(OCC)(=O)C=O.[N:27]1[C:36]2[CH:35]=[C:34]3[CH2:37][CH2:38][NH:39][CH2:40][CH2:41][C:33]3=[CH:32][C:31]=2[N:30]=[CH:29]C=1. (5) Given the product [N:1]1([C:7]2[N:15]=[C:14]([C:16]3[CH:17]=[C:18]([OH:22])[CH:19]=[CH:20][CH:21]=3)[N:13]=[C:12]3[C:8]=2[N:9]=[CH:10][N:11]3[CH:23]2[CH2:28][CH2:27][N:26]([CH2:35][C:31]3[CH:30]=[N:29][CH:34]=[CH:33][CH:32]=3)[CH2:25][CH2:24]2)[CH2:6][CH2:5][O:4][CH2:3][CH2:2]1, predict the reactants needed to synthesize it. The reactants are: [N:1]1([C:7]2[N:15]=[C:14]([C:16]3[CH:17]=[C:18]([OH:22])[CH:19]=[CH:20][CH:21]=3)[N:13]=[C:12]3[C:8]=2[N:9]=[CH:10][N:11]3[CH:23]2[CH2:28][CH2:27][NH:26][CH2:25][CH2:24]2)[CH2:6][CH2:5][O:4][CH2:3][CH2:2]1.[N:29]1[CH:34]=[CH:33][CH:32]=[C:31]([CH:35]=O)[CH:30]=1. (6) Given the product [C:6]12([CH2:16][O:17][C:18]([C:20]([F:26])([F:25])[S:21]([O-:24])(=[O:22])=[O:23])=[O:19])[CH2:15][CH:10]3[CH2:9][CH:8]([CH2:14][CH:12]([CH2:11]3)[CH2:13]1)[CH2:7]2.[C:42]1([S+:35]([C:29]2[CH:30]=[CH:31][CH:32]=[CH:33][CH:34]=2)[C:36]2[CH:41]=[CH:40][CH:39]=[CH:38][CH:37]=2)[CH:43]=[CH:44][CH:45]=[CH:46][CH:47]=1, predict the reactants needed to synthesize it. The reactants are: C([NH3+])(C)(C)C.[C:6]12([CH2:16][O:17][C:18]([C:20]([F:26])([F:25])[S:21]([O-:24])(=[O:23])=[O:22])=[O:19])[CH2:15][CH:10]3[CH2:11][CH:12]([CH2:14][CH:8]([CH2:9]3)[CH2:7]1)[CH2:13]2.O.[Br-].[C:29]1([S+:35]([C:42]2[CH:47]=[CH:46][CH:45]=[CH:44][CH:43]=2)[C:36]2[CH:41]=[CH:40][CH:39]=[CH:38][CH:37]=2)[CH:34]=[CH:33][CH:32]=[CH:31][CH:30]=1.